Dataset: NCI-60 drug combinations with 297,098 pairs across 59 cell lines. Task: Regression. Given two drug SMILES strings and cell line genomic features, predict the synergy score measuring deviation from expected non-interaction effect. (1) Drug 1: CS(=O)(=O)C1=CC(=C(C=C1)C(=O)NC2=CC(=C(C=C2)Cl)C3=CC=CC=N3)Cl. Drug 2: CC1=C(C(=O)C2=C(C1=O)N3CC4C(C3(C2COC(=O)N)OC)N4)N. Cell line: CAKI-1. Synergy scores: CSS=20.1, Synergy_ZIP=4.59, Synergy_Bliss=5.67, Synergy_Loewe=-14.0, Synergy_HSA=5.40. (2) Drug 1: CN(C)N=NC1=C(NC=N1)C(=O)N. Drug 2: C1CN1P(=S)(N2CC2)N3CC3. Cell line: SK-MEL-2. Synergy scores: CSS=-4.09, Synergy_ZIP=-0.993, Synergy_Bliss=-3.54, Synergy_Loewe=-15.5, Synergy_HSA=-6.81.